Dataset: Reaction yield outcomes from USPTO patents with 853,638 reactions. Task: Predict the reaction yield, written as a fraction of the theoretical maximum amount of product (1.0 means a 100% yield; for example, 0.34 means a 34% yield). The reactants are [Si]([O:8][CH2:9][CH2:10][C:11]1[CH:12]=[C:13]2[C:18](=[CH:19][CH:20]=1)[CH:17]=[C:16]([C:21]1[CH:22]=[N:23][CH:24]=[N:25][CH:26]=1)[CH:15]=[CH:14]2)(C(C)(C)C)(C)C.CCCC[N+](CCCC)(CCCC)CCCC.[F-].O. The catalyst is C1COCC1. The product is [N:23]1[CH:22]=[C:21]([C:16]2[CH:17]=[C:18]3[C:13](=[CH:14][CH:15]=2)[CH:12]=[C:11]([CH2:10][CH2:9][OH:8])[CH:20]=[CH:19]3)[CH:26]=[N:25][CH:24]=1. The yield is 0.830.